From a dataset of Forward reaction prediction with 1.9M reactions from USPTO patents (1976-2016). Predict the product of the given reaction. Given the reactants [ClH:1].[NH:2]1[C:10]2[C:5](=[CH:6][CH:7]=[CH:8][CH:9]=2)[C:4]([CH2:11][C@H:12]([C:14]2[NH:15][CH:16]=[C:17]([C:19]3[CH:24]=[CH:23][CH:22]=[CH:21][CH:20]=3)[N:18]=2)[NH2:13])=[CH:3]1.[C:25]([N:33]1[CH2:38][CH2:37][C:36](=O)[CH2:35][CH2:34]1)(=[O:32])[C:26]1[CH:31]=[CH:30][CH:29]=[CH:28][CH:27]=1, predict the reaction product. The product is: [ClH:1].[C:19]1([C:17]2[N:18]=[C:14]([C@H:12]3[CH2:11][C:4]4[C:5]5[C:10](=[CH:9][CH:8]=[CH:7][CH:6]=5)[NH:2][C:3]=4[C:36]4([CH2:37][CH2:38][N:33]([C:25](=[O:32])[C:26]5[CH:31]=[CH:30][CH:29]=[CH:28][CH:27]=5)[CH2:34][CH2:35]4)[NH:13]3)[NH:15][CH:16]=2)[CH:24]=[CH:23][CH:22]=[CH:21][CH:20]=1.